This data is from hERG potassium channel inhibition data for cardiac toxicity prediction from Karim et al.. The task is: Regression/Classification. Given a drug SMILES string, predict its toxicity properties. Task type varies by dataset: regression for continuous values (e.g., LD50, hERG inhibition percentage) or binary classification for toxic/non-toxic outcomes (e.g., AMES mutagenicity, cardiotoxicity, hepatotoxicity). Dataset: herg_karim. (1) The drug is Cn1cc([C@H]2C[C@H]3CSC(N)=N[C@@]3(c3ccc(F)cc3F)CO2)cn1. The result is 1 (blocker). (2) The molecule is COc1cccc2nc(-c3ccc(OC4CCN(C5CCC5)CC4)cc3)n(C)c(=O)c12. The result is 0 (non-blocker). (3) The compound is O=c1c(-c2ccc(O)cc2)coc2cc(OC3O[C@H](CO)[C@@H](O)[C@H](O)[C@H]3O)cc(O)c12. The result is 0 (non-blocker). (4) The drug is COc1cc(-c2cn(C3CC[C@H]4CCCC[C@@H]4NC3=O)nn2)ccc1-n1cnc(C)c1. The result is 0 (non-blocker). (5) The molecule is Cc1cccc(C)c1OCC(=O)N[C@@H](Cc1ccccc1)[C@@H](O)C[C@H](Cc1ccccc1)NC(=O)[C@H](C(C)C)N1CCCNC1=O. The result is 1 (blocker).